This data is from Peptide-MHC class I binding affinity with 185,985 pairs from IEDB/IMGT. The task is: Regression. Given a peptide amino acid sequence and an MHC pseudo amino acid sequence, predict their binding affinity value. This is MHC class I binding data. (1) The peptide sequence is AESRKLLLI. The MHC is HLA-B44:03 with pseudo-sequence HLA-B44:03. The binding affinity (normalized) is 0.521. (2) The peptide sequence is PATLLVWHTW. The MHC is HLA-B57:01 with pseudo-sequence HLA-B57:01. The binding affinity (normalized) is 0.331. (3) The MHC is HLA-B48:01 with pseudo-sequence HLA-B48:01. The binding affinity (normalized) is 0.0847. The peptide sequence is GQVQLKKPY. (4) The peptide sequence is FEDLRVSSF. The MHC is HLA-B44:02 with pseudo-sequence HLA-B44:02. The binding affinity (normalized) is 0.447. (5) The peptide sequence is RMFLAMITY. The MHC is HLA-A33:01 with pseudo-sequence HLA-A33:01. The binding affinity (normalized) is 0.382. (6) The peptide sequence is EGAGIDDPV. The MHC is HLA-A03:01 with pseudo-sequence HLA-A03:01. The binding affinity (normalized) is 0.0847. (7) The binding affinity (normalized) is 0.205. The peptide sequence is ADMSKLLNL. The MHC is HLA-B44:02 with pseudo-sequence HLA-B44:02.